Dataset: Forward reaction prediction with 1.9M reactions from USPTO patents (1976-2016). Task: Predict the product of the given reaction. Given the reactants [Cl:1][C:2]1[CH:7]=[C:6]([NH:8][C:9]2[N:14]=[CH:13][N:12]=[C:11](NC(C3CC3)=O)[CH:10]=2)[C:5](=[O:21])[N:4]2[C:22]([C:27]3[CH:32]=[CH:31][CH:30]=[C:29](F)C=3)(C)[NH:23][C:24](=[O:25])[C:3]=12.I[C:35]1[CH:36]=[N:37][CH:38]=[CH:39][CH:40]=1.C(=O)([O-])[O-].[Cs+].[Cs+].N1C2C(=CC=C3C=2N=CC=C3)C=CC=1.CC1(C)C2C(=C(P(C3C=CC=CC=3)C3C=CC=CC=3)C=CC=2)OC2C(P(C3C=CC=CC=3)C3C=CC=CC=3)=CC=CC1=2, predict the reaction product. The product is: [Cl:1][C:2]1[CH:7]=[C:6]([NH:8][C:9]2[CH:10]=[CH:11][N:12]=[CH:13][N:14]=2)[C:5](=[O:21])[N:4]2[C:22]3([CH2:29][CH2:30][CH2:31][CH2:32][CH2:27]3)[N:23]([C:35]3[CH:36]=[N:37][CH:38]=[CH:39][CH:40]=3)[C:24](=[O:25])[C:3]=12.